Dataset: Reaction yield outcomes from USPTO patents with 853,638 reactions. Task: Predict the reaction yield, written as a fraction of the theoretical maximum amount of product (1.0 means a 100% yield; for example, 0.34 means a 34% yield). (1) The reactants are C(N(S(F)(F)[F:7])CC)C.[Cl:10][C:11]1[N:16]=[C:15]([C:17](O)([CH3:19])[CH3:18])[C:14]([F:21])=[CH:13][N:12]=1. The catalyst is ClCCl. The product is [Cl:10][C:11]1[N:16]=[C:15]([C:17]([F:7])([CH3:19])[CH3:18])[C:14]([F:21])=[CH:13][N:12]=1. The yield is 0.870. (2) The catalyst is C(N(CC)CC)C.CN(C)C=O. The product is [F:27][C:24]1[CH:25]=[CH:26][C:21]([NH:20][C:17]2[N:18]([CH3:19])[C:9]3[C:8]4[C:7](=[O:29])[NH:6][C:5]([CH:4]=[CH:3][CH2:2][NH:1][C:37]([CH:34]5[CH2:35][CH2:36][P:31]([CH3:30])(=[O:40])[CH2:32][CH2:33]5)=[O:38])=[C:14]([CH3:15])[C:13]=4[CH:12]=[CH:11][C:10]=3[N:16]=2)=[C:22]([CH3:28])[CH:23]=1. The yield is 0.260. The reactants are [NH2:1][CH2:2][CH:3]=[CH:4][C:5]1[NH:6][C:7](=[O:29])[C:8]2[C:9]3[N:18]([CH3:19])[C:17]([NH:20][C:21]4[CH:26]=[CH:25][C:24]([F:27])=[CH:23][C:22]=4[CH3:28])=[N:16][C:10]=3[CH:11]=[CH:12][C:13]=2[C:14]=1[CH3:15].[CH3:30][P:31]1(=[O:40])[CH2:36][CH2:35][CH:34]([C:37](O)=[O:38])[CH2:33][CH2:32]1.CN(C(ON1N=NC2C=CC=NC1=2)=[N+](C)C)C.F[P-](F)(F)(F)(F)F. (3) The reactants are [CH:1]1([NH:4][C:5](=[O:17])[CH2:6][NH:7][C@@H:8]2[CH2:10][C@H:9]2[C:11]2[CH:16]=[CH:15][CH:14]=[CH:13][CH:12]=2)[CH2:3][CH2:2]1.[CH3:18]I. The catalyst is C(#N)C. The product is [CH:1]1([NH:4][C:5](=[O:17])[CH2:6][N:7]([CH3:18])[C@@H:8]2[CH2:10][C@H:9]2[C:11]2[CH:16]=[CH:15][CH:14]=[CH:13][CH:12]=2)[CH2:3][CH2:2]1. The yield is 0.570. (4) The reactants are [CH2:1]([S:3](Cl)(=[O:5])=[O:4])[CH3:2].[NH2:7][CH2:8][CH2:9][CH2:10][CH2:11][CH2:12][C:13]([OH:15])=[O:14].Cl.C(OCC)(=O)C. The catalyst is O1CCOCC1.[OH-].[Na+]. The product is [CH2:1]([S:3]([NH:7][CH2:8][CH2:9][CH2:10][CH2:11][CH2:12][C:13]([OH:15])=[O:14])(=[O:5])=[O:4])[CH3:2]. The yield is 0.400.